Dataset: Forward reaction prediction with 1.9M reactions from USPTO patents (1976-2016). Task: Predict the product of the given reaction. (1) Given the reactants [O:1]=[C:2]1[CH2:7][C:6](=O)[CH2:5][CH2:4][N:3]1[C:9]([O:11][C:12]([CH3:15])([CH3:14])[CH3:13])=[O:10].C([O-])(=O)C.[NH4+:20].Cl[CH2:22][C:23](=O)[CH3:24], predict the reaction product. The product is: [CH3:22][C:23]1[NH:20][C:6]2[CH2:5][CH2:4][N:3]([C:9]([O:11][C:12]([CH3:15])([CH3:14])[CH3:13])=[O:10])[C:2](=[O:1])[C:7]=2[CH:24]=1. (2) Given the reactants [Cl:1][C:2]1[CH:3]=[C:4]([C@@H:12]([CH2:16][CH:17]2[CH2:21][CH2:20][CH2:19][CH2:18]2)[C:13]([OH:15])=O)[CH:5]=[CH:6][C:7]=1[S:8]([CH3:11])(=[O:10])=[O:9].C(Cl)(=O)C(Cl)=O.[O:28]1[CH2:32][CH2:31][O:30][CH:29]1[CH2:33][C:34]1[N:35]=[CH:36][C:37]([NH2:40])=[N:38][CH:39]=1.N1C=CC=CC=1, predict the reaction product. The product is: [Cl:1][C:2]1[CH:3]=[C:4]([C@@H:12]([CH2:16][CH:17]2[CH2:21][CH2:20][CH2:19][CH2:18]2)[C:13]([NH:40][C:37]2[CH:36]=[N:35][C:34]([CH2:33][CH:29]3[O:30][CH2:31][CH2:32][O:28]3)=[CH:39][N:38]=2)=[O:15])[CH:5]=[CH:6][C:7]=1[S:8]([CH3:11])(=[O:9])=[O:10]. (3) Given the reactants P([O-])([O-])([O-])=O.[K+].[K+].[K+].Cl[C:10]1[CH:15]=[CH:14][C:13]([O:16][CH3:17])=[CH:12][N:11]=1.[CH2:18]([N:20]([CH2:32][CH3:33])[C:21]([C:23]1[CH:28]=[CH:27][CH:26]=[CH:25][C:24]=1B(O)O)=[O:22])[CH3:19].C(O)(=O)CC(CC(O)=O)(C(O)=O)O, predict the reaction product. The product is: [CH2:32]([N:20]([CH2:18][CH3:19])[C:21](=[O:22])[C:23]1[CH:28]=[CH:27][CH:26]=[CH:25][C:24]=1[C:10]1[CH:15]=[CH:14][C:13]([O:16][CH3:17])=[CH:12][N:11]=1)[CH3:33]. (4) Given the reactants [NH2:1][C:2]1[N:3]=[CH:4][C:5]([F:16])=[C:6]2[C:10]([C:11](=[O:15])[C:12]([OH:14])=O)=[CH:9][NH:8][C:7]=12.[C:17]1([N:23]2[C:27]([N:28]3[CH2:33][CH2:32][NH:31][CH2:30][CH2:29]3)=[N:26][N:25]=[N:24]2)[CH:22]=[CH:21][CH:20]=[CH:19][CH:18]=1.C(N(CC)CC)C.CN(C(ON1N=NC2C=CC=CC1=2)=[N+](C)C)C.[B-](F)(F)(F)F, predict the reaction product. The product is: [NH2:1][C:2]1[N:3]=[CH:4][C:5]([F:16])=[C:6]2[C:10]([C:11](=[O:15])[C:12]([N:31]3[CH2:32][CH2:33][N:28]([C:27]4[N:23]([C:17]5[CH:22]=[CH:21][CH:20]=[CH:19][CH:18]=5)[N:24]=[N:25][N:26]=4)[CH2:29][CH2:30]3)=[O:14])=[CH:9][NH:8][C:7]=12. (5) Given the reactants Cl[CH2:2][C:3]([C:6]1[N:10]([CH2:11][CH3:12])[C:9]2[CH:13]=[C:14]([Cl:18])[C:15]([Cl:17])=[CH:16][C:8]=2[N:7]=1)([OH:5])[CH3:4].[CH2:19]([SH:21])[CH3:20].C[O-].[Na+], predict the reaction product. The product is: [Cl:17][C:15]1[C:14]([Cl:18])=[CH:13][C:9]2[N:10]([CH2:11][CH3:12])[C:6]([C:3]([OH:5])([CH3:4])[CH2:2][S:21][CH2:19][CH3:20])=[N:7][C:8]=2[CH:16]=1. (6) Given the reactants [CH2:1]([OH:23])[C@H:2]1[O:7][C@H:6]([O:8][CH2:9][C@@H:10]([OH:19])[C@@H:11]([OH:18])[C@H:12]([OH:17])[CH:13]([OH:16])CO)[C@H:5]([OH:20])[C@@H:4]([OH:21])[C@@H:3]1[OH:22].[C@H]1(OC[C@@H](O)[C@@H](O)[C@H](O)[C@@H](O)CO)O[C@H](CO)[C@@H](O)[C@H](O)[C@H:25]1[OH:26], predict the reaction product. The product is: [CH2:1]([OH:23])[C@H:2]1[O:7][C@H:6]([O:8][C@:9]2([CH2:25][OH:26])[O:17][C@H:12]([CH2:13][OH:16])[C@@H:11]([OH:18])[C@@H:10]2[OH:19])[C@H:5]([OH:20])[C@@H:4]([OH:21])[C@@H:3]1[OH:22].